From a dataset of Full USPTO retrosynthesis dataset with 1.9M reactions from patents (1976-2016). Predict the reactants needed to synthesize the given product. (1) Given the product [CH3:16][N:17]1[CH2:22][CH2:21][N:20]([CH:2]2[CH2:5][N:4]([C:6]([O:8][CH2:9][C:10]3[CH:15]=[CH:14][CH:13]=[CH:12][CH:11]=3)=[O:7])[CH2:3]2)[CH2:19][CH2:18]1, predict the reactants needed to synthesize it. The reactants are: O=[C:2]1[CH2:5][N:4]([C:6]([O:8][CH2:9][C:10]2[CH:15]=[CH:14][CH:13]=[CH:12][CH:11]=2)=[O:7])[CH2:3]1.[CH3:16][N:17]1[CH2:22][CH2:21][NH:20][CH2:19][CH2:18]1.C(O)(=O)C.C(O[BH-](OC(=O)C)OC(=O)C)(=O)C.[Na+]. (2) Given the product [Cl:19][C:16]1[CH:17]=[CH:18][C:13]([NH:12][C:11]([C@H:10]2[CH2:9][N:8]([S:21]([CH3:24])(=[O:23])=[O:22])[CH2:7][C@@H:6]2[C:4]([OH:5])=[O:3])=[O:20])=[CH:14][CH:15]=1, predict the reactants needed to synthesize it. The reactants are: C([O:3][C:4]([C@@H:6]1[C@@H:10]([C:11](=[O:20])[NH:12][C:13]2[CH:18]=[CH:17][C:16]([Cl:19])=[CH:15][CH:14]=2)[CH2:9][N:8]([S:21]([CH3:24])(=[O:23])=[O:22])[CH2:7]1)=[O:5])C. (3) Given the product [C:1]([C:5]1[Se:13][C:12]2[C:11](=[O:14])[N:10]([CH3:15])[N:9]=[N:8][C:7]=2[CH:6]=1)([CH3:4])([CH3:2])[CH3:3], predict the reactants needed to synthesize it. The reactants are: [C:1]([C:5]1[Se:13][C:12]2[C:11](=[O:14])[NH:10][N:9]=[N:8][C:7]=2[CH:6]=1)([CH3:4])([CH3:3])[CH3:2].[C:15](=O)([O-])[O-].[K+].[K+].IC.[I-].[K+]. (4) Given the product [Br:35][CH2:36][CH2:37][CH2:38][O:1][C:2]1[CH:7]=[CH:6][C:5]([N:8]2[C:12]3[CH:13]=[CH:14][CH:15]=[CH:16][C:11]=3[C:10](=[N:17][C:18]3[CH:23]=[CH:22][CH:21]=[C:20]([C:24]([F:27])([F:25])[F:26])[CH:19]=3)[C:9]2=[O:28])=[CH:4][CH:3]=1, predict the reactants needed to synthesize it. The reactants are: [OH:1][C:2]1[CH:7]=[CH:6][C:5]([N:8]2[C:12]3[CH:13]=[CH:14][CH:15]=[CH:16][C:11]=3[C:10](=[N:17][C:18]3[CH:23]=[CH:22][CH:21]=[C:20]([C:24]([F:27])([F:26])[F:25])[CH:19]=3)[C:9]2=[O:28])=[CH:4][CH:3]=1.C([O-])([O-])=O.[K+].[K+].[Br:35][CH2:36][CH2:37][CH2:38]Br.CCOC(C)=O. (5) Given the product [Cl:21][C:18]1[CH:19]=[CH:20][C:15]([NH:14][C:13]([C:10]2[CH:11]=[CH:12][C:7]([C:4]([CH3:6])([CH3:5])[CH2:3][OH:2])=[CH:8][CH:9]=2)=[O:32])=[C:16]([C:22](=[O:31])[NH:23][C:24]2[CH:29]=[CH:28][C:27]([Cl:30])=[CH:26][N:25]=2)[CH:17]=1, predict the reactants needed to synthesize it. The reactants are: C[O:2][C:3](=O)[C:4]([C:7]1[CH:12]=[CH:11][C:10]([C:13](=[O:32])[NH:14][C:15]2[CH:20]=[CH:19][C:18]([Cl:21])=[CH:17][C:16]=2[C:22](=[O:31])[NH:23][C:24]2[CH:29]=[CH:28][C:27]([Cl:30])=[CH:26][N:25]=2)=[CH:9][CH:8]=1)([CH3:6])[CH3:5].[Li+].[BH4-]. (6) Given the product [CH2:1]([O:3][C:4]([N:6]1[CH2:11][CH2:10][N:9]([C:12](=[O:39])[C@@H:13]([NH:23][C:24]([C:26]2[CH:31]=[C:30]([C:42]3[CH:41]=[C:40]([CH3:49])[CH:45]=[CH:44][CH:43]=3)[N:29]=[C:28]([C:33]3[CH:38]=[CH:37][CH:36]=[CH:35][CH:34]=3)[N:27]=2)=[O:25])[CH2:14][CH2:15][C:16]([O:18][C:19]([CH3:22])([CH3:21])[CH3:20])=[O:17])[CH2:8][CH2:7]1)=[O:5])[CH3:2], predict the reactants needed to synthesize it. The reactants are: [CH2:1]([O:3][C:4]([N:6]1[CH2:11][CH2:10][N:9]([C:12](=[O:39])[C@@H:13]([NH:23][C:24]([C:26]2[CH:31]=[C:30](Cl)[N:29]=[C:28]([C:33]3[CH:38]=[CH:37][CH:36]=[CH:35][CH:34]=3)[N:27]=2)=[O:25])[CH2:14][CH2:15][C:16]([O:18][C:19]([CH3:22])([CH3:21])[CH3:20])=[O:17])[CH2:8][CH2:7]1)=[O:5])[CH3:2].[C:40]1([CH3:49])[CH:45]=[CH:44][CH:43]=[C:42](B(O)O)[CH:41]=1. (7) Given the product [CH3:41][C:42]1[C:46]([C:2]2[CH:11]=[CH:10][C:9]3[NH:12][C:13](=[O:14])[N:7]4[C:8]=3[C:3]=2[CH2:4][CH2:5][CH:6]4[C:15]2[CH:20]=[CH:19][CH:18]=[CH:17][CH:16]=2)=[C:45]([CH3:50])[O:44][N:43]=1, predict the reactants needed to synthesize it. The reactants are: Br[C:2]1[CH:11]=[CH:10][C:9]2[NH:12][C:13](=[O:14])[N:7]3[C:8]=2[C:3]=1[CH2:4][CH2:5][CH:6]3[C:15]1[CH:20]=[CH:19][CH:18]=[CH:17][CH:16]=1.BrC1C=C2C3=C(NC(=O)N3C(C3C=CC=CC=3)CC2)C=1.[CH3:41][C:42]1[C:46](B(O)O)=[C:45]([CH3:50])[O:44][N:43]=1.C(=O)([O-])[O-].[Cs+].[Cs+].